The task is: Predict the reaction yield, written as a fraction of the theoretical maximum amount of product (1.0 means a 100% yield; for example, 0.34 means a 34% yield).. This data is from Reaction yield outcomes from USPTO patents with 853,638 reactions. (1) The catalyst is CO.[Pd]. The product is [OH:8][N:9]1[C:15](=[O:16])[N:14]2[CH2:17][C@@H:10]1[CH2:11][CH2:12][C@@H:13]2[C:18]([NH:20][NH:21][C:22](=[O:26])[CH:23]([CH3:24])[CH3:25])=[O:19]. The yield is 0.950. The reactants are C([O:8][N:9]1[C:15](=[O:16])[N:14]2[CH2:17][C@@H:10]1[CH2:11][CH2:12][C@@H:13]2[C:18]([NH:20][NH:21][C:22](=[O:26])[CH:23]([CH3:25])[CH3:24])=[O:19])C1C=CC=CC=1.[H][H]. (2) The reactants are [F:1][C:2]1[CH:7]=[CH:6][C:5]([F:8])=[CH:4][C:3]=1[C@H:9]1[CH2:13][CH2:12][CH2:11][N:10]1[C:14]1[CH:19]=[CH:18][N:17]2[N:20]=[CH:21][C:22]([NH2:23])=[C:16]2[N:15]=1.[N:24]([C:27]([CH3:30])([CH3:29])[CH3:28])=[C:25]=[O:26].CCN(C(C)C)C(C)C. The catalyst is C(Cl)Cl. The product is [C:27]([NH:24][C:25]([NH:23][C:22]1[CH:21]=[N:20][N:17]2[CH:18]=[CH:19][C:14]([N:10]3[CH2:11][CH2:12][CH2:13][C@@H:9]3[C:3]3[CH:4]=[C:5]([F:8])[CH:6]=[CH:7][C:2]=3[F:1])=[N:15][C:16]=12)=[O:26])([CH3:30])([CH3:29])[CH3:28]. The yield is 0.820. (3) The reactants are [Na+].[Br-:2].CS(O[CH2:8][C@@H:9]1[CH2:13][C:12]([F:15])([F:14])[CH2:11][N:10]1[C:16]1[CH:21]=[CH:20][C:19]([N+:22]([O-:24])=[O:23])=[C:18]([C:25]([F:28])([F:27])[F:26])[CH:17]=1)(=O)=O. The catalyst is C(#N)C.C(OCC)(=O)C.O. The product is [Br:2][CH2:8][C@@H:9]1[CH2:13][C:12]([F:15])([F:14])[CH2:11][N:10]1[C:16]1[CH:21]=[CH:20][C:19]([N+:22]([O-:24])=[O:23])=[C:18]([C:25]([F:28])([F:27])[F:26])[CH:17]=1. The yield is 0.720. (4) The reactants are [CH3:1][O:2][C:3]1[CH:8]=[CH:7][C:6]([CH2:9][C:10]([OH:12])=O)=[CH:5][CH:4]=1.[C:13]1([OH:19])[CH:18]=[CH:17][CH:16]=[CH:15][CH:14]=1. No catalyst specified. The product is [OH:19][C:13]1[CH:18]=[CH:17][C:16]([C:10](=[O:12])[CH2:9][C:6]2[CH:5]=[CH:4][C:3]([O:2][CH3:1])=[CH:8][CH:7]=2)=[CH:15][CH:14]=1. The yield is 0.200. (5) The reactants are [CH:1]([N:4]1[C:8]([C:9]2[N:18]=[C:17]3[N:11]([CH2:12][CH2:13][O:14][C:15]4[CH:22]=[C:21](O)[N:20]=[CH:19][C:16]=43)[CH:10]=2)=[N:7][CH:6]=[N:5]1)([CH3:3])[CH3:2].Cl.[NH2:25][CH2:26][C:27]([NH2:29])=[O:28]. The catalyst is CN1C(=O)CCC1. The product is [CH:1]([N:4]1[C:8]([C:9]2[N:18]=[C:17]3[C:16]4[CH:19]=[N:20][C:21]([NH:25][CH2:26][C:27]([NH2:29])=[O:28])=[CH:22][C:15]=4[O:14][CH2:13][CH2:12][N:11]3[CH:10]=2)=[N:7][CH:6]=[N:5]1)([CH3:2])[CH3:3]. The yield is 0.0800. (6) The reactants are [Si:1]([O:8][C@H:9]1[CH2:13][N:12]([C:14]2[C:19]([Cl:20])=[CH:18][C:17]([C:21]#[N:22])=[CH:16][N:15]=2)[C@H:11]([C:23]([O:25][CH3:26])=[O:24])[CH2:10]1)([C:4]([CH3:7])([CH3:6])[CH3:5])([CH3:3])[CH3:2].Cl.[NH2:28][OH:29].CCN(C(C)C)C(C)C. The catalyst is CCO.C(Cl)Cl. The product is [Si:1]([O:8][C@H:9]1[CH2:13][N:12]([C:14]2[C:19]([Cl:20])=[CH:18][C:17]([C:21](=[N:28][OH:29])[NH2:22])=[CH:16][N:15]=2)[C@H:11]([C:23]([O:25][CH3:26])=[O:24])[CH2:10]1)([C:4]([CH3:7])([CH3:6])[CH3:5])([CH3:3])[CH3:2]. The yield is 1.00.